This data is from Full USPTO retrosynthesis dataset with 1.9M reactions from patents (1976-2016). The task is: Predict the reactants needed to synthesize the given product. (1) The reactants are: CN(C)[C:3]1[C:4]([NH:14][S:15]([C:18]2[S:19][C:20]([C:23]3[CH:28]=[CH:27][C:26]([Cl:29])=[CH:25][CH:24]=3)=[CH:21][CH:22]=2)(=[O:17])=[O:16])=[CH:5][C:6]2[CH2:12][CH2:11][NH:10][CH2:9][CH2:8][C:7]=2[CH:13]=1.[CH2:31]([N:33](CC)[CH2:34]C)C.C=O.[C:40](O[BH-](OC(=O)C)OC(=O)C)(=O)C.[Na+]. Given the product [CH3:31][N:33]([C:8]1([CH3:40])[C:7]2[CH:13]=[CH:3][C:4]([NH:14][S:15]([C:18]3[S:19][C:20]([C:23]4[CH:28]=[CH:27][C:26]([Cl:29])=[CH:25][CH:24]=4)=[CH:21][CH:22]=3)(=[O:16])=[O:17])=[CH:5][C:6]=2[CH2:12][CH2:11][NH:10][CH2:9]1)[CH3:34], predict the reactants needed to synthesize it. (2) Given the product [Cl:15][C:13]1[C:9]2=[CH:10][O:11][N:12]=[C:8]2[C:7]([C:16]2[CH:21]=[CH:20][CH:19]=[C:18]([F:22])[CH:17]=2)=[C:6]([CH:4]([NH2:1])[CH3:5])[CH:14]=1, predict the reactants needed to synthesize it. The reactants are: [N:1]([CH:4]([C:6]1[CH:14]=[C:13]([Cl:15])[C:9]2=[CH:10][O:11][N:12]=[C:8]2[C:7]=1[C:16]1[CH:21]=[CH:20][CH:19]=[C:18]([F:22])[CH:17]=1)[CH3:5])=[N+]=[N-].CP(C)C. (3) Given the product [O:12]=[C:13]1[CH:18]=[CH:17][N:16]([C:19]2[CH:24]=[CH:23][CH:22]=[C:21]([C:25]([F:26])([F:27])[F:28])[CH:20]=2)[N:15]=[C:14]1[C:29]([NH:1][C:2]1[CH:7]=[CH:6][CH:5]=[CH:4][CH:3]=1)=[O:31], predict the reactants needed to synthesize it. The reactants are: [NH2:1][C:2]1[CH:7]=[CH:6][CH:5]=[CH:4][CH:3]=1.C[Al](C)C.[O:12]=[C:13]1[CH:18]=[CH:17][N:16]([C:19]2[CH:24]=[CH:23][CH:22]=[C:21]([C:25]([F:28])([F:27])[F:26])[CH:20]=2)[N:15]=[C:14]1[C:29]([O:31]C)=O. (4) Given the product [CH3:1][O:2][C:3]1[CH:4]=[C:5]2[C:10](=[CH:11][CH:12]=1)[CH:9]=[C:8]([O:13][CH2:22][CH:21]=[CH2:20])[CH:7]=[CH:6]2, predict the reactants needed to synthesize it. The reactants are: [CH3:1][O:2][C:3]1[CH:4]=[C:5]2[C:10](=[CH:11][CH:12]=1)[CH:9]=[C:8]([OH:13])[CH:7]=[CH:6]2.C(=O)([O-])[O-].[K+].[K+].[CH2:20](Br)[CH:21]=[CH2:22]. (5) Given the product [Cl:1][C:2]1[C:7]([O:8][CH3:9])=[CH:6][C:5]([C:10]2[CH:15]=[C:14]([CH2:16][Cl:21])[CH:13]=[CH:12][N:11]=2)=[CH:4][C:3]=1[O:18][CH3:19], predict the reactants needed to synthesize it. The reactants are: [Cl:1][C:2]1[C:7]([O:8][CH3:9])=[CH:6][C:5]([C:10]2[CH:15]=[C:14]([CH2:16]O)[CH:13]=[CH:12][N:11]=2)=[CH:4][C:3]=1[O:18][CH3:19].C(Cl)(Cl)[Cl:21]. (6) Given the product [C:32]([N:9]1[C:10]2[C:5](=[CH:4][C:3]([O:2][CH3:1])=[CH:12][CH:11]=2)[C@H:6]([NH:15][C:16](=[O:25])[O:17][CH2:18][C:19]2[CH:20]=[CH:21][CH:22]=[CH:23][CH:24]=2)[C@@H:7]([CH3:14])[C@@H:8]1[CH3:13])(=[O:34])[CH3:33], predict the reactants needed to synthesize it. The reactants are: [CH3:1][O:2][C:3]1[CH:4]=[C:5]2[C:10](=[CH:11][CH:12]=1)[NH:9][C@@H:8]([CH3:13])[C@H:7]([CH3:14])[C@H:6]2[NH:15][C:16](=[O:25])[O:17][CH2:18][C:19]1[CH:24]=[CH:23][CH:22]=[CH:21][CH:20]=1.N1C=CC=CC=1.[C:32](Cl)(=[O:34])[CH3:33].C(=O)(O)[O-].[Na+].